This data is from Catalyst prediction with 721,799 reactions and 888 catalyst types from USPTO. The task is: Predict which catalyst facilitates the given reaction. (1) Reactant: [CH2:1]([O:3][CH:4]([O:26][CH2:27][CH3:28])[CH2:5][N:6]1[C:10]([NH2:11])=[CH:9][C:8]([C:12]2[CH:13]=[N:14][N:15]([CH2:17][C:18]3[CH:23]=[CH:22][C:21]([O:24][CH3:25])=[CH:20][CH:19]=3)[CH:16]=2)=[N:7]1)[CH3:2].Br[C:30]1[CH:31]=[C:32]([NH:37][C:38](=[O:49])[C:39]2[CH:44]=[CH:43][CH:42]=[C:41]([C:45]([CH3:48])([CH3:47])[CH3:46])[CH:40]=2)[CH:33]=[CH:34][C:35]=1[CH3:36].CC1(C)C2C(=C(P(C3C=CC=CC=3)C3C=CC=CC=3)C=CC=2)OC2C(P(C3C=CC=CC=3)C3C=CC=CC=3)=CC=CC1=2.C(=O)([O-])[O-].[Cs+].[Cs+]. Product: [C:45]([C:41]1[CH:40]=[C:39]([CH:44]=[CH:43][CH:42]=1)[C:38]([NH:37][C:32]1[CH:31]=[CH:30][C:35]([CH3:36])=[C:34]([NH:11][C:10]2[N:6]([CH2:5][CH:4]([O:3][CH2:1][CH3:2])[O:26][CH2:27][CH3:28])[N:7]=[C:8]([C:12]3[CH:13]=[N:14][N:15]([CH2:17][C:18]4[CH:19]=[CH:20][C:21]([O:24][CH3:25])=[CH:22][CH:23]=4)[CH:16]=3)[CH:9]=2)[CH:33]=1)=[O:49])([CH3:48])([CH3:46])[CH3:47]. The catalyst class is: 160. (2) Product: [CH2:26]([N:24]([CH3:25])[C:19]1[C:18]([C:16]([NH:15][C:6]2([C:4]([OH:5])=[O:3])[CH2:14][C:13]3[C:8](=[CH:9][CH:10]=[CH:11][CH:12]=3)[CH2:7]2)=[O:17])=[CH:23][CH:22]=[CH:21][N:20]=1)[CH3:27]. Reactant: C([O:3][C:4]([C:6]1([NH:15][C:16]([C:18]2[C:19]([N:24]([CH2:26][CH3:27])[CH3:25])=[N:20][CH:21]=[CH:22][CH:23]=2)=[O:17])[CH2:14][C:13]2[C:8](=[CH:9][CH:10]=[CH:11][CH:12]=2)[CH2:7]1)=[O:5])C.O1CCOCC1.CO. The catalyst class is: 6. (3) Reactant: Cl[C:2]1[C:11]2[N:12]=[C:13]([CH2:25][O:26][CH2:27][CH3:28])[N:14]([CH2:15][CH2:16][N:17]3[C:21]([CH3:23])([CH3:22])[O:20][N:19]=[C:18]3[CH3:24])[C:10]=2[C:9]2[CH:8]=[CH:7][CH:6]=[CH:5][C:4]=2[N:3]=1.[NH3:29]. Product: [CH2:27]([O:26][CH2:25][C:13]1[N:14]([CH2:15][CH2:16][N:17]2[C:21]([CH3:23])([CH3:22])[O:20][N:19]=[C:18]2[CH3:24])[C:10]2[C:9]3[CH:8]=[CH:7][CH:6]=[CH:5][C:4]=3[N:3]=[C:2]([NH2:29])[C:11]=2[N:12]=1)[CH3:28]. The catalyst class is: 5. (4) Reactant: [CH3:1][N+:2]([CH3:5])([CH3:4])[CH3:3].[OH-:6].[NH2:7][C:8]1[CH:13]=[CH:12][CH:11]=[CH:10][CH:9]=1. Product: [CH3:1][NH:2][C:5]1[CH:12]=[CH:13][CH:8]=[CH:9][CH:10]=1.[CH3:1][N+:2]([CH3:5])([CH3:4])[CH3:3].[OH-:6].[NH2:7][C:8]1[CH:13]=[CH:12][CH:11]=[CH:10][CH:9]=1. The catalyst class is: 6. (5) Reactant: [CH3:1][O:2][C:3](=[O:12])[C:4]1[CH:9]=[CH:8][C:7]([NH2:10])=[C:6](I)[CH:5]=1.O=[C:14]([CH3:18])[C:15]([OH:17])=[O:16].N12CCN(CC1)CC2. Product: [CH3:1][O:2][C:3]([C:4]1[CH:5]=[C:6]2[C:7](=[CH:8][CH:9]=1)[NH:10][C:14]([C:15]([OH:17])=[O:16])=[CH:18]2)=[O:12]. The catalyst class is: 318. (6) Reactant: Br[C:2]1[CH:7]=[CH:6][C:5]([C:8]2[N:13]([CH2:14][C:15]3[CH:20]=[CH:19][C:18]([CH3:21])=[CH:17][C:16]=3[CH3:22])[C:12](=[O:23])[CH:11]=[C:10]([C:24]([F:27])([F:26])[F:25])[CH:9]=2)=[CH:4][CH:3]=1.[CH2:28]([O:30][C:31]([C:33]1[NH:34][C:35]2[C:40]([CH:41]=1)=[CH:39][C:38]([OH:42])=[CH:37][CH:36]=2)=[O:32])[CH3:29].[O-]P([O-])([O-])=O.[K+].[K+].[K+].C(P(C(C)(C)C)C1C=CC2C(=CC=CC=2)C=1C1C2C(=CC=CC=2)C=CC=1)(C)(C)C. The catalyst class is: 487. Product: [CH3:22][C:16]1[CH:17]=[C:18]([CH3:21])[CH:19]=[CH:20][C:15]=1[CH2:14][N:13]1[C:12](=[O:23])[CH:11]=[C:10]([C:24]([F:26])([F:27])[F:25])[CH:9]=[C:8]1[C:5]1[CH:4]=[CH:3][C:2]([O:42][C:38]2[CH:39]=[C:40]3[C:35](=[CH:36][CH:37]=2)[NH:34][C:33]([C:31]([O:30][CH2:28][CH3:29])=[O:32])=[CH:41]3)=[CH:7][CH:6]=1.